Dataset: Full USPTO retrosynthesis dataset with 1.9M reactions from patents (1976-2016). Task: Predict the reactants needed to synthesize the given product. (1) Given the product [F:8][C:7]1[C:2]2[NH:1][C:12](=[O:14])[CH2:11][CH2:10][NH:9][C:3]=2[CH:4]=[CH:5][CH:6]=1, predict the reactants needed to synthesize it. The reactants are: [NH2:1][C:2]1[C:7]([F:8])=[CH:6][CH:5]=[CH:4][C:3]=1[NH:9][CH2:10][CH2:11][C:12]([O:14]CC)=O.C1(C)C=CC=CC=1. (2) Given the product [Br:1]/[CH:2]=[CH:3]\[C:4]1[CH:5]=[CH:6][C:7]([O:11][CH3:12])=[C:8]([OH:10])[CH:9]=1, predict the reactants needed to synthesize it. The reactants are: [Br:1][C:2](Br)=[CH:3][C:4]1[CH:5]=[CH:6][C:7]([O:11][CH3:12])=[C:8]([OH:10])[CH:9]=1.C([SnH](CCCC)CCCC)CCC. (3) Given the product [F:20][C:8]1([F:7])[O:12][C:11]2[CH:13]=[CH:14][C:15]([CH2:17][OH:18])=[CH:16][C:10]=2[O:9]1, predict the reactants needed to synthesize it. The reactants are: [H-].[H-].[H-].[H-].[Li+].[Al+3].[F:7][C:8]1([F:20])[O:12][C:11]2[CH:13]=[CH:14][C:15]([C:17](O)=[O:18])=[CH:16][C:10]=2[O:9]1.O.[OH-].[K+]. (4) The reactants are: [CH:1]([CH:3]([CH:9]=O)[C:4]([O:6][CH2:7][CH3:8])=[O:5])=O.[Br:11][C:12]1[CH:13]=[N:14][NH:15][C:16]=1[NH2:17]. Given the product [Br:11][C:12]1[CH:13]=[N:14][N:15]2[CH:9]=[C:3]([C:4]([O:6][CH2:7][CH3:8])=[O:5])[CH:1]=[N:17][C:16]=12, predict the reactants needed to synthesize it. (5) Given the product [CH3:42][C@H:40]1[O:41][C@@H:36]([CH3:35])[CH2:37][N:38]([CH2:32][CH2:33][N:20]2[C:19](=[O:24])/[C:18](=[CH:17]/[C:13]3[CH:12]=[C:11]4[C:16](=[CH:15][CH:14]=3)[N:8]([CH2:7][C:6]3[CH:25]=[CH:26][C:3]([O:2][CH3:1])=[CH:4][C:5]=3[C:27]([F:30])([F:29])[F:28])[N:9]=[CH:10]4)/[S:22][C:21]2=[O:23])[CH2:39]1, predict the reactants needed to synthesize it. The reactants are: [CH3:1][O:2][C:3]1[CH:26]=[CH:25][C:6]([CH2:7][N:8]2[C:16]3[C:11](=[CH:12][C:13](/[CH:17]=[C:18]4/[C:19](=[O:24])[NH:20][C:21](=[O:23])[S:22]/4)=[CH:14][CH:15]=3)[CH:10]=[N:9]2)=[C:5]([C:27]([F:30])([F:29])[F:28])[CH:4]=1.Br[CH2:32][CH2:33]Cl.[CH3:35][C@H:36]1[O:41][C@@H:40]([CH3:42])[CH2:39][NH:38][CH2:37]1. (6) Given the product [F:1][C:2]1[CH:3]=[C:4]([CH:24]=[CH:25][CH:26]=1)[CH2:5][NH:6][C:7]1[CH:8]=[CH:9][C:10]2[N:11]([C:13]([C:16]3[CH:23]=[CH:22][C:19]([C:20]4[N:29]=[N:30][NH:31][N:21]=4)=[CH:18][CH:17]=3)=[CH:14][N:15]=2)[N:12]=1, predict the reactants needed to synthesize it. The reactants are: [F:1][C:2]1[CH:3]=[C:4]([CH:24]=[CH:25][CH:26]=1)[CH2:5][NH:6][C:7]1[CH:8]=[CH:9][C:10]2[N:11]([C:13]([C:16]3[CH:23]=[CH:22][C:19]([C:20]#[N:21])=[CH:18][CH:17]=3)=[CH:14][N:15]=2)[N:12]=1.[NH4+].[Cl-].[N-:29]=[N+:30]=[N-:31].[Na+]. (7) Given the product [C:6]1([C:5]2[N:13]=[C:17]([OH:16])[CH:18]=[C:19]([C:20]([F:23])([F:22])[F:21])[N:12]=2)[CH:11]=[CH:10][CH:9]=[CH:8][CH:7]=1, predict the reactants needed to synthesize it. The reactants are: C[O-].[Na+].Cl.[C:5]([NH2:13])(=[NH:12])[C:6]1[CH:11]=[CH:10][CH:9]=[CH:8][CH:7]=1.C([O:16][C:17](=O)[CH2:18][C:19](=O)[C:20]([F:23])([F:22])[F:21])C.